This data is from Reaction yield outcomes from USPTO patents with 853,638 reactions. The task is: Predict the reaction yield, written as a fraction of the theoretical maximum amount of product (1.0 means a 100% yield; for example, 0.34 means a 34% yield). The reactants are [CH3:1][N:2]1[CH2:11][CH2:10][C:9]2([C:12]3[CH:17]=[CH:16][CH:15]=[C:14]([O:18]C)[CH:13]=3)[C:4]([CH3:20])([CH2:5][CH2:6][CH2:7][CH2:8]2)[CH2:3]1.Br.[OH-].[Na+]. The catalyst is C(O)(=O)C. The product is [CH3:1][N:2]1[CH2:11][CH2:10][C:9]2([C:12]3[CH:17]=[CH:16][CH:15]=[C:14]([OH:18])[CH:13]=3)[C:4]([CH3:20])([CH2:5][CH2:6][CH2:7][CH2:8]2)[CH2:3]1. The yield is 0.830.